Dataset: Catalyst prediction with 721,799 reactions and 888 catalyst types from USPTO. Task: Predict which catalyst facilitates the given reaction. (1) Reactant: [CH2:1]1[C:10]2[C:5](=[CH:6][CH:7]=[CH:8][CH:9]=2)[CH2:4][CH:3]=[CH:2]1.ClC1C=C(C=CC=1)C(OO)=[O:16]. Product: [O:16]1[CH:7]2[CH2:6][C:5]3[C:10]([CH2:9][CH:8]12)=[CH:1][CH:2]=[CH:3][CH:4]=3. The catalyst class is: 4. (2) Reactant: [Cl:1][C:2]1[C:3]([F:32])=[C:4]([NH:8][C:9]2[C:18]3[C:13](=[CH:14][C:15]([O:30][CH3:31])=[C:16]([O:19][C@@H:20]4[CH2:25][CH2:24][N:23]([CH3:26])[C@H:22]([C:27](O)=[O:28])[CH2:21]4)[CH:17]=3)[N:12]=[CH:11][N:10]=2)[CH:5]=[CH:6][CH:7]=1.[CH2:33]([N:35](CC)CC)C.CCN(C(C)C)C(C)C.Cl.CN.CN(C(ON1N=NC2C=CC=NC1=2)=[N+](C)C)C.F[P-](F)(F)(F)(F)F. Product: [Cl:1][C:2]1[C:3]([F:32])=[C:4]([NH:8][C:9]2[C:18]3[C:13](=[CH:14][C:15]([O:30][CH3:31])=[C:16]([O:19][C@@H:20]4[CH2:25][CH2:24][N:23]([CH3:26])[C@H:22]([C:27]([NH:35][CH3:33])=[O:28])[CH2:21]4)[CH:17]=3)[N:12]=[CH:11][N:10]=2)[CH:5]=[CH:6][CH:7]=1. The catalyst class is: 3.